Dataset: Catalyst prediction with 721,799 reactions and 888 catalyst types from USPTO. Task: Predict which catalyst facilitates the given reaction. (1) Reactant: [CH2:1]([O:8][C:9](=[O:22])[NH:10][CH2:11][CH2:12][C:13]#[C:14][C:15]1[CH:20]=[CH:19][C:18](I)=[CH:17][CH:16]=1)[C:2]1[CH:7]=[CH:6][CH:5]=[CH:4][CH:3]=1.CCN(CC)CC.[CH3:30][CH:31]([N:35]1[C:43](=[O:44])[C:42]2[C:37](=[CH:38][CH:39]=[CH:40][CH:41]=2)[C:36]1=[O:45])[CH2:32][C:33]#[CH:34]. Product: [CH2:1]([O:8][C:9](=[O:22])[NH:10][CH2:11][CH2:12][C:13]#[C:14][C:15]1[CH:20]=[CH:19][C:18]([C:34]#[C:33][CH2:32][CH:31]([N:35]2[C:36](=[O:45])[C:37]3[C:42](=[CH:41][CH:40]=[CH:39][CH:38]=3)[C:43]2=[O:44])[CH3:30])=[CH:17][CH:16]=1)[C:2]1[CH:7]=[CH:6][CH:5]=[CH:4][CH:3]=1. The catalyst class is: 700. (2) Reactant: [Br:1][C:2]1[CH:6]=[N:5][N:4]([CH3:7])[C:3]=1[NH:8][C:9](=[O:17])[C:10]1[CH:15]=[CH:14][C:13](I)=[CH:12][CH:11]=1.[F:18][C:19]([F:31])([F:30])[O:20][C:21]1[CH:26]=[CH:25][C:24](B(O)O)=[CH:23][CH:22]=1.C(=O)([O-])[O-].[Cs+].[Cs+].COCCOC. Product: [Br:1][C:2]1[CH:6]=[N:5][N:4]([CH3:7])[C:3]=1[NH:8][C:9]([C:10]1[CH:15]=[CH:14][C:13]([C:24]2[CH:23]=[CH:22][C:21]([O:20][C:19]([F:18])([F:30])[F:31])=[CH:26][CH:25]=2)=[CH:12][CH:11]=1)=[O:17]. The catalyst class is: 690. (3) Reactant: [Br:1][C:2]1[CH:13]=[N:12][C:5]2=[N:6][C:7](Cl)=[C:8]([Cl:10])[N:9]=[C:4]2[CH:3]=1.[CH3:14][N:15]1[CH2:19][CH2:18][CH:17]([NH2:20])[CH2:16]1. Product: [Br:1][C:2]1[CH:13]=[N:12][C:5]2=[N:6][C:7]([NH:20][CH:17]3[CH2:18][CH2:19][N:15]([CH3:14])[CH2:16]3)=[C:8]([Cl:10])[N:9]=[C:4]2[CH:3]=1. The catalyst class is: 2. (4) Reactant: [NH:1]1[C:9]2[C:4](=[CH:5][C:6]([CH:10]=[O:11])=[CH:7][CH:8]=2)[CH:3]=[CH:2]1.[H-].[Na+].Br[CH2:15][CH2:16][CH:17]=[CH2:18].O. Product: [CH2:18]([N:1]1[C:9]2[C:4](=[CH:5][C:6]([CH:10]=[O:11])=[CH:7][CH:8]=2)[CH:3]=[CH:2]1)[CH2:17][CH:16]=[CH2:15]. The catalyst class is: 9. (5) Reactant: Cl[CH2:2][CH2:3][S:4](Cl)(=[O:6])=[O:5].N1C=CC=CC=1.[CH3:14][CH:15]([OH:17])[CH3:16]. Product: [CH:3]([S:4]([O:17][CH:15]([CH3:16])[CH3:14])(=[O:6])=[O:5])=[CH2:2]. The catalyst class is: 2.